Dataset: NCI-60 drug combinations with 297,098 pairs across 59 cell lines. Task: Regression. Given two drug SMILES strings and cell line genomic features, predict the synergy score measuring deviation from expected non-interaction effect. Drug 1: CC1=C2C(C(=O)C3(C(CC4C(C3C(C(C2(C)C)(CC1OC(=O)C(C(C5=CC=CC=C5)NC(=O)OC(C)(C)C)O)O)OC(=O)C6=CC=CC=C6)(CO4)OC(=O)C)O)C)O. Drug 2: CC(C)NC(=O)C1=CC=C(C=C1)CNNC.Cl. Cell line: K-562. Synergy scores: CSS=49.4, Synergy_ZIP=5.22, Synergy_Bliss=2.03, Synergy_Loewe=-54.5, Synergy_HSA=0.777.